Dataset: Full USPTO retrosynthesis dataset with 1.9M reactions from patents (1976-2016). Task: Predict the reactants needed to synthesize the given product. (1) Given the product [CH3:1][C:2]1[CH:7]=[C:6]([N:8]2[CH:12]=[C:11]([C:13]([F:16])([F:15])[F:14])[CH:10]=[N:9]2)[CH:5]=[CH:4][C:3]=1[O:17][CH:19]([C:23]1[CH:33]=[CH:32][C:26]([C:27]([O:29][CH2:30][CH3:31])=[O:28])=[CH:25][CH:24]=1)[CH2:20][CH2:21][CH3:22], predict the reactants needed to synthesize it. The reactants are: [CH3:1][C:2]1[CH:7]=[C:6]([N:8]2[CH:12]=[C:11]([C:13]([F:16])([F:15])[F:14])[CH:10]=[N:9]2)[CH:5]=[CH:4][C:3]=1[OH:17].O[CH:19]([C:23]1[CH:33]=[CH:32][C:26]([C:27]([O:29][CH2:30][CH3:31])=[O:28])=[CH:25][CH:24]=1)[CH2:20][CH2:21][CH3:22].C1(P(C2C=CC=CC=2)C2C=CC=CC=2)C=CC=CC=1.N(C(OCC=[N+]=[N-])=O)=NC([O-])=O. (2) Given the product [C:24]([C:20]1[CH:19]=[C:18]([NH:2][C:1]2[C:3]3[C:4](=[CH:5][CH:6]=[C:7]([N+:9]([O-:11])=[O:10])[CH:8]=3)[N:12]=[CH:13][N:14]=2)[CH:23]=[CH:22][CH:21]=1)#[CH:25], predict the reactants needed to synthesize it. The reactants are: [C:1]([C:3]1[CH:8]=[C:7]([N+:9]([O-:11])=[O:10])[CH:6]=[CH:5][C:4]=1[N:12]=[CH:13][N:14](C)C)#[N:2].N[C:18]1[CH:19]=[C:20]([C:24]#[CH:25])[CH:21]=[CH:22][CH:23]=1. (3) Given the product [CH:1]1([C:5]2[CH:6]=[C:7]([NH2:8])[N:16]([C:10]3[CH:15]=[CH:14][CH:13]=[CH:12][CH:11]=3)[N:17]=2)[CH2:4][CH2:3][CH2:2]1, predict the reactants needed to synthesize it. The reactants are: [CH:1]1([C:5](=O)[CH2:6][C:7]#[N:8])[CH2:4][CH2:3][CH2:2]1.[C:10]1([NH:16][NH2:17])[CH:15]=[CH:14][CH:13]=[CH:12][CH:11]=1. (4) Given the product [Cl:34][C:19]1[N:20]=[C:21]([N:24]2[CH2:33][CH2:32][N:31]3[C@@H:26]([CH2:27][O:28][CH2:29][CH2:30]3)[CH2:25]2)[C:22]([F:23])=[C:17]([NH:9][NH2:8])[N:18]=1, predict the reactants needed to synthesize it. The reactants are: CC(OC([N:8](C(OC(C)(C)C)=O)[N:9]([C:17]1[C:22]([F:23])=[C:21]([N:24]2[CH2:33][CH2:32][N:31]3[C@@H:26]([CH2:27][O:28][CH2:29][CH2:30]3)[CH2:25]2)[N:20]=[C:19]([Cl:34])[N:18]=1)C(OC(C)(C)C)=O)=O)(C)C.Cl.O1CCOCC1. (5) Given the product [O:67]=[S:39]1(=[O:38])[CH2:43][CH2:42][CH2:41][N:40]1[C:44]1[CH:45]=[CH:46][C:47]([C:50]2[N:51]([CH2:65][CH3:66])[C:52]3[C:57]([C:58]=2[C:59]#[N:60])=[CH:56][CH:55]=[C:54]([O:61][CH3:62])[CH:53]=3)=[CH:48][CH:49]=1, predict the reactants needed to synthesize it. The reactants are: O=S1(=O)CCCN1C1C=CC(C2N(CC)C3C(C=2C#N)=CC=C(O)C=3)=CC=1.C([O-])([O-])=O.[K+].[K+].IC(C)C.[O:38]=[S:39]1(=[O:67])[CH2:43][CH2:42][CH2:41][N:40]1[C:44]1[CH:49]=[CH:48][C:47]([C:50]2[N:51]([CH2:65][CH3:66])[C:52]3[C:57]([C:58]=2[C:59]#[N:60])=[CH:56][CH:55]=[C:54]([O:61][CH:62](C)C)[CH:53]=3)=[CH:46][CH:45]=1.